This data is from Full USPTO retrosynthesis dataset with 1.9M reactions from patents (1976-2016). The task is: Predict the reactants needed to synthesize the given product. Given the product [C:22]([C:9]1[CH:10]=[N:11][C:12]2[C:17]([C:8]=1[C:4]1[CH:3]=[C:2]([NH:1][CH2:30][C:32]3[CH:42]=[CH:41][C:35]([O:36][CH2:37][C:38]([OH:40])=[O:39])=[CH:34][CH:33]=3)[CH:7]=[CH:6][CH:5]=1)=[CH:16][CH:15]=[CH:14][C:13]=2[C:18]([F:21])([F:19])[F:20])(=[O:23])[C:24]1[CH:25]=[CH:26][CH:27]=[CH:28][CH:29]=1, predict the reactants needed to synthesize it. The reactants are: [NH2:1][C:2]1[CH:3]=[C:4]([C:8]2[C:17]3[C:12](=[C:13]([C:18]([F:21])([F:20])[F:19])[CH:14]=[CH:15][CH:16]=3)[N:11]=[CH:10][C:9]=2[C:22]([C:24]2[CH:29]=[CH:28][CH:27]=[CH:26][CH:25]=2)=[O:23])[CH:5]=[CH:6][CH:7]=1.[CH:30]([C:32]1[CH:42]=[CH:41][C:35]([O:36][CH2:37][C:38]([OH:40])=[O:39])=[CH:34][CH:33]=1)=O.